From a dataset of Reaction yield outcomes from USPTO patents with 853,638 reactions. Predict the reaction yield, written as a fraction of the theoretical maximum amount of product (1.0 means a 100% yield; for example, 0.34 means a 34% yield). (1) The reactants are [CH2:1]([N:4]1[CH2:15][CH:14]2[CH2:16][CH:6]([CH:7]([OH:19])[C:8]3[C:13]2=[CH:12][CH:11]=[CH:10][C:9]=3[CH2:17][OH:18])[CH2:5]1)[CH:2]=[CH2:3].ClCCl.O.C[N+]1([O-])CCOCC1. The catalyst is CCOC(C)=O.[Ru]([O-])(=O)(=O)=O.C([N+](CCC)(CCC)CCC)CC. The product is [CH2:1]([N:4]1[CH2:15][CH:14]2[CH2:16][CH:6]([C:7](=[O:19])[C:8]3[C:13]2=[CH:12][CH:11]=[CH:10][C:9]=3[CH:17]=[O:18])[CH2:5]1)[CH:2]=[CH2:3]. The yield is 0.810. (2) The reactants are ClC1C=CC=CC=1NC(=O)NC1C=CC(C2SC(C3CCC(CC(O)=O)CC3)=NC=2)=CC=1.[F:33][C:34]1[CH:39]=[C:38]([F:40])[CH:37]=[CH:36][C:35]=1[NH:41][C:42](=[O:67])[NH:43][C:44]1[CH:49]=[CH:48][C:47]([C:50]2[S:54][C:53]([CH:55]3[CH2:60][CH2:59][CH:58]([CH2:61][C:62]([O:64]CC)=[O:63])[CH2:57][CH2:56]3)=[N:52][CH:51]=2)=[CH:46][CH:45]=1. No catalyst specified. The product is [F:33][C:34]1[CH:39]=[C:38]([F:40])[CH:37]=[CH:36][C:35]=1[NH:41][C:42](=[O:67])[NH:43][C:44]1[CH:45]=[CH:46][C:47]([C:50]2[S:54][C:53]([CH:55]3[CH2:56][CH2:57][CH:58]([CH2:61][C:62]([OH:64])=[O:63])[CH2:59][CH2:60]3)=[N:52][CH:51]=2)=[CH:48][CH:49]=1. The yield is 0.770. (3) The reactants are C1(N)CCC1.[Cl-:6].[N+](C1C=[C:14]([N+]([O-])=O)[CH:13]=[CH:12][C:11]=1[N+:19]1[CH:24]=[CH:23][CH:22]=[C:21]([CH3:25])[CH:20]=1)([O-])=O. The catalyst is C(O)CCC. The product is [Cl-:6].[CH:11]1([N+:19]2[CH:24]=[CH:23][CH:22]=[C:21]([CH3:25])[CH:20]=2)[CH2:12][CH2:13][CH2:14]1. The yield is 0.700. (4) The reactants are C([O:3][C:4](=O)[CH2:5][C:6]([C@@H:8]1[CH2:13][CH2:12][N:11]([C:14]([O:16][CH3:17])=[O:15])[C@@H:10]([CH2:18][C:19]2[CH:24]=[CH:23][C:22]([F:25])=[CH:21][CH:20]=2)[CH2:9]1)=[O:7])C.[OH-].[Na+].[NH2:29]O.Cl. The catalyst is CO.O. The product is [F:25][C:22]1[CH:23]=[CH:24][C:19]([CH2:18][C@H:10]2[CH2:9][C@H:8]([C:6]3[O:7][NH:29][C:4](=[O:3])[CH:5]=3)[CH2:13][CH2:12][N:11]2[C:14]([O:16][CH3:17])=[O:15])=[CH:20][CH:21]=1. The yield is 0.645. (5) The reactants are [F:1][C:2]1[C:3]([NH:16][C:17]2[CH:22]=[CH:21][C:20](I)=[CH:19][C:18]=2[F:24])=[C:4]([CH:12]=[CH:13][C:14]=1[F:15])[C:5]([NH:7][O:8][CH2:9][CH2:10][OH:11])=[O:6].C([O-])([O-])=O.[K+].[K+].O.[B].[CH2:33]([CH2:36]OC)OC. The catalyst is [Cl-].[Na+].O.C1C=CC([P]([Pd]([P](C2C=CC=CC=2)(C2C=CC=CC=2)C2C=CC=CC=2)([P](C2C=CC=CC=2)(C2C=CC=CC=2)C2C=CC=CC=2)[P](C2C=CC=CC=2)(C2C=CC=CC=2)C2C=CC=CC=2)(C2C=CC=CC=2)C2C=CC=CC=2)=CC=1. The product is [CH:33]([C:20]1[CH:21]=[CH:22][C:17]([NH:16][C:3]2[C:2]([F:1])=[C:14]([F:15])[CH:13]=[CH:12][C:4]=2[C:5]([NH:7][O:8][CH2:9][CH2:10][OH:11])=[O:6])=[C:18]([F:24])[CH:19]=1)=[CH2:36]. The yield is 0.760. (6) The reactants are [F:1][C:2]([C:5]1[CH:9]=[C:8]([NH2:10])[O:7][N:6]=1)([CH3:4])[CH3:3].C(C1C=C(N[C:20](=[O:28])[O:21][C:22]2[CH:27]=[CH:26][CH:25]=[CH:24][CH:23]=2)ON=1)(C)C. No catalyst specified. The product is [F:1][C:2]([C:5]1[CH:9]=[C:8]([NH:10][C:20](=[O:28])[O:21][C:22]2[CH:27]=[CH:26][CH:25]=[CH:24][CH:23]=2)[O:7][N:6]=1)([CH3:4])[CH3:3]. The yield is 0.680. (7) The yield is 0.130. The product is [CH3:1][O:2][C:3]1[CH:4]=[C:5]2[C:10](=[CH:11][C:12]=1[O:13][CH3:14])[N:9]=[CH:8][CH:7]=[C:6]2[O:15][C:16]1[CH:22]=[CH:21][C:19]([NH:20][C:43](=[O:49])[O:42][CH2:40][CH2:59][CH2:58][S:57][C:52]2[CH:53]=[CH:54][CH:55]=[CH:56][N:51]=2)=[C:18]([CH3:23])[C:17]=1[CH3:24]. The catalyst is C(Cl)Cl. The reactants are [CH3:1][O:2][C:3]1[CH:4]=[C:5]2[C:10](=[CH:11][C:12]=1[O:13][CH3:14])[N:9]=[CH:8][CH:7]=[C:6]2[O:15][C:16]1[CH:22]=[CH:21][C:19]([NH2:20])=[C:18]([CH3:23])[C:17]=1[CH3:24].C1(C)C=CC=CC=1.C(N(CC)CC)C.Cl[C:40](Cl)([O:42][C:43](=[O:49])OC(Cl)(Cl)Cl)Cl.[N:51]1[CH:56]=[CH:55][CH:54]=[CH:53][C:52]=1[S:57][CH2:58][CH2:59]CO. (8) The reactants are [F:1][C:2]1[C:3]([CH2:25][N:26](C)[C:27](=O)OC(C)(C)C)=[CH:4][N:5]([S:14]([C:17]2[CH:22]=[CH:21][CH:20]=[C:19]([O:23][CH3:24])[N:18]=2)(=[O:16])=[O:15])[C:6]=1[C:7]1[C:8]([F:13])=[N:9][CH:10]=[CH:11][CH:12]=1.C(OCC)(=O)C.[ClH:41]. The catalyst is CC(O)C. The product is [ClH:41].[F:1][C:2]1[C:3]([CH2:25][NH:26][CH3:27])=[CH:4][N:5]([S:14]([C:17]2[CH:22]=[CH:21][CH:20]=[C:19]([O:23][CH3:24])[N:18]=2)(=[O:16])=[O:15])[C:6]=1[C:7]1[C:8]([F:13])=[N:9][CH:10]=[CH:11][CH:12]=1. The yield is 0.510. (9) The reactants are I[C:2]1[CH:3]=[N:4][NH:5][CH:6]=1.[H-].[Na+].[CH2:9](Br)[C:10]1[CH:15]=[CH:14][CH:13]=[CH:12][CH:11]=1. The product is [CH2:9]([N:4]1[CH:3]=[CH:2][CH:6]=[N:5]1)[C:10]1[CH:15]=[CH:14][CH:13]=[CH:12][CH:11]=1. The yield is 1.00. The catalyst is CN(C=O)C. (10) The reactants are [CH3:1][O:2][C:3](=[O:22])[CH2:4][CH2:5][CH2:6][CH2:7][C:8](=[O:21])[NH:9][CH2:10][C:11]([C:13]1[CH:18]=[CH:17][CH:16]=[CH:15][C:14]=1[O:19][CH3:20])=O. The catalyst is CN(C)C1C=CN=CC=1.C(Cl)Cl. The product is [CH3:1][O:2][C:3](=[O:22])[CH2:4][CH2:5][CH2:6][CH2:7][C:8]1[O:21][C:11]([C:13]2[CH:18]=[CH:17][CH:16]=[CH:15][C:14]=2[O:19][CH3:20])=[CH:10][N:9]=1. The yield is 0.570.